From a dataset of Forward reaction prediction with 1.9M reactions from USPTO patents (1976-2016). Predict the product of the given reaction. Given the reactants [CH3:1][N:2]1[C:7]2[CH:8]=[CH:9][C:10]([C:12]([OH:14])=O)=[CH:11][C:6]=2[S:5](=[O:16])(=[O:15])[NH:4][C:3]1=[O:17].[CH3:18][O:19][C:20]1[CH:27]=[CH:26][C:23]([CH2:24][NH2:25])=[CH:22][CH:21]=1.ON1C2C=CC=CC=2N=N1.Cl.CN(C)CCCN=C=NCC, predict the reaction product. The product is: [CH3:18][O:19][C:20]1[CH:27]=[CH:26][C:23]([CH2:24][NH:25][C:12]([C:10]2[CH:9]=[CH:8][C:7]3[N:2]([CH3:1])[C:3](=[O:17])[NH:4][S:5](=[O:16])(=[O:15])[C:6]=3[CH:11]=2)=[O:14])=[CH:22][CH:21]=1.